This data is from Full USPTO retrosynthesis dataset with 1.9M reactions from patents (1976-2016). The task is: Predict the reactants needed to synthesize the given product. Given the product [CH3:3][CH:2]([NH:4][C:5]([N:7]1[C:12](=[O:13])[N:11]([C:14]2[CH:19]=[C:18]([Cl:20])[CH:17]=[C:16]([Cl:21])[CH:15]=2)[C:9](=[O:10])[CH2:8]1)=[O:6])[CH3:1].[OH2:33], predict the reactants needed to synthesize it. The reactants are: [CH3:1][CH:2]([NH:4][C:5]([N:7]1[C:12](=[O:13])[N:11]([C:14]2[CH:15]=[C:16]([Cl:21])[CH:17]=[C:18]([Cl:20])[CH:19]=2)[C:9](=[O:10])[CH2:8]1)=[O:6])[CH3:3].C1(S(OC)(=O)=[O:33])C2C(=CC=CC=2)C=CC=1.[Na].C=O.S([O-])(OCCCCCCCCCCCC)(=O)=O.[Na+].